Dataset: Peptide-MHC class II binding affinity with 134,281 pairs from IEDB. Task: Regression. Given a peptide amino acid sequence and an MHC pseudo amino acid sequence, predict their binding affinity value. This is MHC class II binding data. (1) The peptide sequence is IKRIHEYKRQLMNIL. The MHC is DRB1_1201 with pseudo-sequence DRB1_1201. The binding affinity (normalized) is 0.537. (2) The peptide sequence is ADLGYGPATPAAPAA. The MHC is DRB1_1001 with pseudo-sequence DRB1_1001. The binding affinity (normalized) is 0.583. (3) The peptide sequence is YRKILRQRKIDRLID. The MHC is DRB1_1302 with pseudo-sequence DRB1_1302. The binding affinity (normalized) is 0.283. (4) The peptide sequence is AAAAPAAVGAAVGGT. The MHC is DRB1_0401 with pseudo-sequence DRB1_0401. The binding affinity (normalized) is 0.0959. (5) The peptide sequence is IWDYKREAPAHVSTI. The MHC is DRB1_0101 with pseudo-sequence DRB1_0101. The binding affinity (normalized) is 1.00. (6) The peptide sequence is EEDKENALSLLDKIYT. The MHC is HLA-DQA10102-DQB10602 with pseudo-sequence HLA-DQA10102-DQB10602. The binding affinity (normalized) is 0.265. (7) The peptide sequence is GELQIVDKIRAAFKI. The MHC is DRB1_1501 with pseudo-sequence DRB1_1501. The binding affinity (normalized) is 0.621.